Task: Regression. Given two drug SMILES strings and cell line genomic features, predict the synergy score measuring deviation from expected non-interaction effect.. Dataset: NCI-60 drug combinations with 297,098 pairs across 59 cell lines Drug 1: CCCS(=O)(=O)NC1=C(C(=C(C=C1)F)C(=O)C2=CNC3=C2C=C(C=N3)C4=CC=C(C=C4)Cl)F. Drug 2: CC(C)NC(=O)C1=CC=C(C=C1)CNNC.Cl. Cell line: DU-145. Synergy scores: CSS=-6.68, Synergy_ZIP=2.38, Synergy_Bliss=0.734, Synergy_Loewe=-3.61, Synergy_HSA=-3.10.